This data is from Peptide-MHC class I binding affinity with 185,985 pairs from IEDB/IMGT. The task is: Regression. Given a peptide amino acid sequence and an MHC pseudo amino acid sequence, predict their binding affinity value. This is MHC class I binding data. (1) The peptide sequence is NETTQALQL. The MHC is HLA-B57:01 with pseudo-sequence HLA-B57:01. The binding affinity (normalized) is 0.0847. (2) The binding affinity (normalized) is 0.226. The peptide sequence is NLNMTDGDSV. The MHC is HLA-A02:01 with pseudo-sequence HLA-A02:01.